This data is from Catalyst prediction with 721,799 reactions and 888 catalyst types from USPTO. The task is: Predict which catalyst facilitates the given reaction. (1) Reactant: C([O:3][C:4]([C:6]1[N:7]([C:29]2[CH:34]=[CH:33][C:32]([O:35][CH:36]3[CH2:40][CH2:39][CH2:38][CH2:37]3)=[CH:31][CH:30]=2)[C:8]2[C:13]([C:14]=1[CH2:15][CH2:16][C:17]#[N:18])=[CH:12][C:11]([C:19]1[CH:24]=[CH:23][C:22]([C:25]([F:28])([F:27])[F:26])=[CH:21][CH:20]=1)=[CH:10][CH:9]=2)=[O:5])C.[OH-].[Na+].Cl. Product: [C:17]([CH2:16][CH2:15][C:14]1[C:13]2[C:8](=[CH:9][CH:10]=[C:11]([C:19]3[CH:20]=[CH:21][C:22]([C:25]([F:28])([F:27])[F:26])=[CH:23][CH:24]=3)[CH:12]=2)[N:7]([C:29]2[CH:34]=[CH:33][C:32]([O:35][CH:36]3[CH2:40][CH2:39][CH2:38][CH2:37]3)=[CH:31][CH:30]=2)[C:6]=1[C:4]([OH:5])=[O:3])#[N:18]. The catalyst class is: 23. (2) Reactant: CCN(C(C)C)C(C)C.[C:10]1([C:23]2[CH:28]=[CH:27][CH:26]=[CH:25][CH:24]=2)[CH:15]=[CH:14][C:13]([NH:16][C:17](=[O:22])[CH2:18][C:19]([OH:21])=O)=[CH:12][CH:11]=1.C1C=CC2N(O)N=NC=2C=1.CCN=C=NCCCN(C)C.Cl.Cl.[F:52][C:53]1[CH:54]=[C:55]([CH:63]=[C:64]([F:67])[C:65]=1[F:66])[O:56][CH:57]1[CH2:62][CH2:61][NH:60][CH2:59][CH2:58]1. Product: [C:10]1([C:23]2[CH:28]=[CH:27][CH:26]=[CH:25][CH:24]=2)[CH:11]=[CH:12][C:13]([NH:16][C:17](=[O:22])[CH2:18][C:19](=[O:21])[N:60]2[CH2:61][CH2:62][CH:57]([O:56][C:55]3[CH:54]=[C:53]([F:52])[C:65]([F:66])=[C:64]([F:67])[CH:63]=3)[CH2:58][CH2:59]2)=[CH:14][CH:15]=1. The catalyst class is: 18. (3) Reactant: [Cl:1][C:2]1[CH:3]=[C:4](/[CH:25]=[CH:26]/[C:27](O)=[O:28])[CH:5]=[C:6]([CH3:24])[C:7]=1[O:8][C:9]1[CH:14]=[CH:13][C:12]([O:15][CH2:16][C:17]2[CH:22]=[CH:21][C:20]([CH3:23])=[CH:19][CH:18]=2)=[CH:11][N:10]=1.[CH3:30][N:31]([CH3:54])[C:32]1[CH:37]=[CH:36][C:35]([O:38][CH2:39][CH2:40][C:41]2[CH:46]=[CH:45][C:44]([CH2:47][N:48]3[CH2:53][CH2:52][NH:51][CH2:50][CH2:49]3)=[CH:43][CH:42]=2)=[CH:34][CH:33]=1.C1CCC(N=C=NC2CCCCC2)CC1. Product: [Cl:1][C:2]1[CH:3]=[C:4](/[CH:25]=[CH:26]/[C:27]([N:51]2[CH2:50][CH2:49][N:48]([CH2:47][C:44]3[CH:45]=[CH:46][C:41]([CH2:40][CH2:39][O:38][C:35]4[CH:34]=[CH:33][C:32]([N:31]([CH3:30])[CH3:54])=[CH:37][CH:36]=4)=[CH:42][CH:43]=3)[CH2:53][CH2:52]2)=[O:28])[CH:5]=[C:6]([CH3:24])[C:7]=1[O:8][C:9]1[CH:14]=[CH:13][C:12]([O:15][CH2:16][C:17]2[CH:22]=[CH:21][C:20]([CH3:23])=[CH:19][CH:18]=2)=[CH:11][N:10]=1. The catalyst class is: 79. (4) Reactant: [Br:1][C:2]1[CH:11]=[CH:10][C:5]([C:6]([O:8]C)=[O:7])=[C:4]([N+:12]([O-:14])=[O:13])[C:3]=1[NH:15][CH2:16][C:17]([CH3:20])([CH3:19])[CH3:18].O.[OH-].[Li+]. Product: [Br:1][C:2]1[CH:11]=[CH:10][C:5]([C:6]([OH:8])=[O:7])=[C:4]([N+:12]([O-:14])=[O:13])[C:3]=1[NH:15][CH2:16][C:17]([CH3:20])([CH3:19])[CH3:18]. The catalyst class is: 7. (5) Reactant: C(NC(C)C)(C)C.[CH2:8]([Li])[CH2:9][CH2:10][CH3:11].[OH:13][C@@H:14]([C@H](C)C(OC)=O)[C:15]([O:17][CH3:18])=[O:16].[CH2:25](I)C.[C:28]([OH:31])(=[O:30])C. Product: [CH2:9]([C@:10]([CH3:11])([C@H:14]([OH:13])[C:15]([O:17][CH3:18])=[O:16])[C:28]([O:31][CH3:25])=[O:30])[CH3:8]. The catalyst class is: 365. (6) Reactant: [I:1][C:2]1[CH:3]=[C:4]([OH:8])[CH:5]=[CH:6][CH:7]=1.Cl.Cl[CH2:11][CH2:12][N:13]([CH3:15])[CH3:14].C(=O)([O-])[O-].[K+].[K+]. Product: [I:1][C:2]1[CH:3]=[C:4]([CH:5]=[CH:6][CH:7]=1)[O:8][CH2:11][CH2:12][N:13]([CH3:15])[CH3:14]. The catalyst class is: 21. (7) Reactant: [C:1]1([C:25]2[CH:30]=[CH:29][CH:28]=[CH:27][CH:26]=2)[CH:6]=[CH:5][C:4]([C:7]2[N:8]=[C:9]([CH:12]3[CH2:17][CH2:16][N:15](C(OC(C)(C)C)=O)[CH2:14][CH2:13]3)[NH:10][CH:11]=2)=[CH:3][CH:2]=1.[ClH:31]. Product: [ClH:31].[C:1]1([C:25]2[CH:26]=[CH:27][CH:28]=[CH:29][CH:30]=2)[CH:6]=[CH:5][C:4]([C:7]2[N:8]=[C:9]([CH:12]3[CH2:17][CH2:16][NH:15][CH2:14][CH2:13]3)[NH:10][CH:11]=2)=[CH:3][CH:2]=1. The catalyst class is: 13.